Dataset: Reaction yield outcomes from USPTO patents with 853,638 reactions. Task: Predict the reaction yield, written as a fraction of the theoretical maximum amount of product (1.0 means a 100% yield; for example, 0.34 means a 34% yield). (1) The reactants are [C:12]([O:11][C:9](O[C:9]([O:11][C:12]([CH3:15])([CH3:14])[CH3:13])=[O:10])=[O:10])([CH3:15])([CH3:14])[CH3:13].Cl.[CH3:17][O:18][C:19]([CH2:21][CH2:22][CH2:23][CH2:24][CH2:25][NH:26][CH2:27][CH2:28][CH2:29][CH2:30][CH2:31][C:32]([O:34][CH3:35])=[O:33])=[O:20].C(#N)C. The catalyst is C(N(CC)CC)C. The product is [C:9]([N:26]([CH2:25][CH2:24][CH2:23][CH2:22][CH2:21][C:19]([O:18][CH3:17])=[O:20])[CH2:27][CH2:28][CH2:29][CH2:30][CH2:31][C:32]([O:34][CH3:35])=[O:33])([O:11][C:12]([CH3:13])([CH3:14])[CH3:15])=[O:10]. The yield is 0.970. (2) The reactants are [OH:1][C@H:2]1[CH2:7][CH2:6][C@H:5]([N:8]2[C:16](=[O:17])[C:15]3[C:10](=[CH:11][CH:12]=[CH:13][CH:14]=3)[C:9]2=[O:18])[CH2:4][CH2:3]1.[N+:19]([C:22]1[CH:30]=[CH:29][C:25]([C:26](O)=[O:27])=[CH:24][CH:23]=1)([O-:21])=[O:20].C1(P(C2C=CC=CC=2)C2C=CC=CC=2)C=CC=CC=1.N(C(OCC)=O)=NC(OCC)=O.C1(C)C=CC=CC=1. The catalyst is O1CCCC1. The product is [N+:19]([C:22]1[CH:23]=[CH:24][C:25]([C:26]([O:1][C@H:2]2[CH2:3][CH2:4][C@@H:5]([N:8]3[C:9](=[O:18])[C:10]4[C:15](=[CH:14][CH:13]=[CH:12][CH:11]=4)[C:16]3=[O:17])[CH2:6][CH2:7]2)=[O:27])=[CH:29][CH:30]=1)([O-:21])=[O:20]. The yield is 0.740. (3) The product is [F:22][C:10]1([F:9])[CH2:14][CH2:13][N:12]([CH2:15][CH:16]2[CH2:21][CH2:20][N:19]([C:2]3[C:3]([NH2:8])=[CH:4][N:5]=[N:6][CH:7]=3)[CH2:18][CH2:17]2)[CH2:11]1. The catalyst is CN1C(=O)CCC1. The reactants are Cl[C:2]1[C:3]([NH2:8])=[CH:4][N:5]=[N:6][CH:7]=1.[F:9][C:10]1([F:22])[CH2:14][CH2:13][N:12]([CH2:15][CH:16]2[CH2:21][CH2:20][NH:19][CH2:18][CH2:17]2)[CH2:11]1. The yield is 0.230. (4) The reactants are [Cl:1][C:2]1[CH:7]=[C:6]2[NH:8][C:9](=[O:35])[C:10]3([CH:15]([C:16]4[CH:21]=[CH:20][CH:19]=[C:18]([Cl:22])[CH:17]=4)[CH2:14][C:13](=[O:23])[N:12]([CH2:24][C:25](F)=[O:26])[CH:11]3[C:28]3[CH:33]=[CH:32][CH:31]=[CH:30][C:29]=3[CH3:34])[C:5]2=[CH:4][CH:3]=1.[CH:36]1([NH2:39])[CH2:38][CH2:37]1.CN1CCOCC1. The catalyst is CN(C)C1C=CN=CC=1.O1CCCC1. The product is [Cl:1][C:2]1[CH:7]=[C:6]2[NH:8][C:9](=[O:35])[C:10]3([CH:15]([C:16]4[CH:21]=[CH:20][CH:19]=[C:18]([Cl:22])[CH:17]=4)[CH2:14][C:13](=[O:23])[N:12]([CH2:24][C:25]([NH:39][CH:36]4[CH2:38][CH2:37]4)=[O:26])[CH:11]3[C:28]3[CH:33]=[CH:32][CH:31]=[CH:30][C:29]=3[CH3:34])[C:5]2=[CH:4][CH:3]=1. The yield is 0.300.